The task is: Predict the product of the given reaction.. This data is from Forward reaction prediction with 1.9M reactions from USPTO patents (1976-2016). (1) Given the reactants [Cl:1][C:2]1[CH:7]=[C:6]([Cl:8])[CH:5]=[CH:4][C:3]=1[CH2:9][CH:10]([C:15]1[CH:20]=[CH:19][C:18]([Cl:21])=[CH:17][CH:16]=1)[C:11](OC)=[O:12].[H-].[Al+3].[Li+].[H-].[H-].[H-], predict the reaction product. The product is: [Cl:1][C:2]1[CH:7]=[C:6]([Cl:8])[CH:5]=[CH:4][C:3]=1[CH2:9][CH:10]([C:15]1[CH:16]=[CH:17][C:18]([Cl:21])=[CH:19][CH:20]=1)[CH2:11][OH:12]. (2) The product is: [CH3:8][C:6]1[C:5]([CH3:9])=[CH:4][C:3]2[N:10]([CH2:11][CH2:12][CH:13]3[CH2:14][CH2:15][CH2:16][C:17](=[O:19])[O:18]3)[C:25]3[C:27]([C:29](=[O:30])[NH:21][C:22](=[O:23])[N:24]=3)=[N:1][C:2]=2[CH:7]=1. Given the reactants [NH2:1][C:2]1[CH:7]=[C:6]([CH3:8])[C:5]([CH3:9])=[CH:4][C:3]=1[NH:10][CH2:11][CH2:12][CH:13]1[O:18][C:17](=[O:19])[CH2:16][CH2:15][CH2:14]1.O.[NH:21]1[C:29](=[O:30])[C:27](=O)[C:25](=O)[NH:24][C:22]1=[O:23].B(O)(O)O, predict the reaction product. (3) The product is: [CH3:32][C:26]1[C:25](/[CH:2]=[CH:1]/[C:3]2[C:11]3[C:6](=[CH:7][C:8]([C@H:12]4[C@@:14]5([C:22]6[C:17](=[CH:18][CH:19]=[CH:20][CH:21]=6)[NH:16][C:15]5=[O:23])[CH2:13]4)=[CH:9][CH:10]=3)[NH:5][N:4]=2)=[CH:30][CH:29]=[C:28]([CH3:31])[N:27]=1. Given the reactants [CH:1]([C:3]1[C:11]2[C:6](=[CH:7][C:8]([C@H:12]3[C@@:14]4([C:22]5[C:17](=[CH:18][CH:19]=[CH:20][CH:21]=5)[NH:16][C:15]4=[O:23])[CH2:13]3)=[CH:9][CH:10]=2)[NH:5][N:4]=1)=[CH2:2].Br[C:25]1[C:26]([CH3:32])=[N:27][C:28]([CH3:31])=[CH:29][CH:30]=1.CCN(C(C)C)C(C)C.CC1C=CC=CC=1P(C1C=CC=CC=1C)C1C=CC=CC=1C, predict the reaction product. (4) Given the reactants FC(F)(F)S(O[C:7]1[CH:8]=[C:9]([CH3:19])[CH:10]=[C:11]([C:13]2[CH:18]=[CH:17][CH:16]=[CH:15][CH:14]=2)[CH:12]=1)(=O)=O.[C-:22]#[N:23].[K+], predict the reaction product. The product is: [C:22]([C:7]1[CH:8]=[C:9]([CH3:19])[CH:10]=[C:11]([C:13]2[CH:18]=[CH:17][CH:16]=[CH:15][CH:14]=2)[CH:12]=1)#[N:23].